Predict the product of the given reaction. From a dataset of Forward reaction prediction with 1.9M reactions from USPTO patents (1976-2016). (1) Given the reactants [OH:1][CH2:2][C:3]1[CH:8]=[CH:7][CH:6]=[CH:5][C:4]=1B(O)O.Br[C:13]1[CH:18]=[CH:17][C:16]([NH:19][C:20]([C@@H:22]2[CH:27]3[CH2:28][CH2:29][N:24]([CH2:25][CH2:26]3)[CH2:23]2)=[O:21])=[CH:15][CH:14]=1.[OH-].[Na+], predict the reaction product. The product is: [OH:1][CH2:2][C:3]1[CH:8]=[CH:7][CH:6]=[CH:5][C:4]=1[C:13]1[CH:18]=[CH:17][C:16]([NH:19][C:20]([C@@H:22]2[CH:27]3[CH2:28][CH2:29][N:24]([CH2:25][CH2:26]3)[CH2:23]2)=[O:21])=[CH:15][CH:14]=1. (2) Given the reactants [F:1][C:2]1[CH:7]=[CH:6][CH:5]=[C:4]([F:8])[C:3]=1[C:9]([S:11]([C:14]1[CH2:18][C:17]([CH3:20])([CH3:19])[O:16][N:15]=1)(=[O:13])=[O:12])=[CH2:10].[OH-].[Na+].[CH:23]([Cl:26])(Cl)[Cl:24], predict the reaction product. The product is: [Cl:24][C:23]1([Cl:26])[CH2:10][C:9]1([C:3]1[C:4]([F:8])=[CH:5][CH:6]=[CH:7][C:2]=1[F:1])[S:11]([C:14]1[CH2:18][C:17]([CH3:20])([CH3:19])[O:16][N:15]=1)(=[O:13])=[O:12]. (3) Given the reactants [NH2:1][C:2]1[CH:31]=[CH:30][C:5]([CH2:6][C:7]2[NH:15][C:14]3[C:13](=[O:16])[N:12]([CH2:17][C:18]4[CH:23]=[CH:22][CH:21]=[CH:20][C:19]=4[F:24])[C:11](=[O:25])[N:10]([CH2:26][CH2:27][CH2:28][CH3:29])[C:9]=3[N:8]=2)=[CH:4][CH:3]=1.[CH3:32][C:33]1[C:38]([CH3:39])=[CH:37][C:36]([CH3:40])=[C:35]([CH3:41])[C:34]=1[S:42](Cl)(=[O:44])=[O:43], predict the reaction product. The product is: [CH2:26]([N:10]1[C:9]2[N:8]=[C:7]([CH2:6][C:5]3[CH:4]=[CH:3][C:2]([NH:1][S:42]([C:34]4[C:35]([CH3:41])=[C:36]([CH3:40])[CH:37]=[C:38]([CH3:39])[C:33]=4[CH3:32])(=[O:44])=[O:43])=[CH:31][CH:30]=3)[NH:15][C:14]=2[C:13](=[O:16])[N:12]([CH2:17][C:18]2[CH:23]=[CH:22][CH:21]=[CH:20][C:19]=2[F:24])[C:11]1=[O:25])[CH2:27][CH2:28][CH3:29]. (4) Given the reactants [OH:1][C:2]1[CH:7]=[C:6]([OH:8])[CH:5]=[CH:4][N:3]=1.F[C:10]1[CH:15]=[CH:14][C:13]([N+:16]([O-:18])=[O:17])=[CH:12][CH:11]=1.C([O-])([O-])=O.[Cs+].[Cs+].O, predict the reaction product. The product is: [N+:16]([C:13]1[CH:14]=[CH:15][C:10]([O:8][C:6]2[CH:5]=[CH:4][NH:3][C:2](=[O:1])[CH:7]=2)=[CH:11][CH:12]=1)([O-:18])=[O:17]. (5) Given the reactants [F:1][C:2]([F:34])([F:33])[C:3]1[CH:28]=[C:27]([C:29]([F:32])([F:31])[F:30])[CH:26]=[CH:25][C:4]=1[CH2:5][N:6]1[CH2:11][CH2:10][CH:9](/[CH:12]=[C:13]2/[C:14]([NH:19][CH2:20][C:21]([OH:24])([CH3:23])[CH3:22])=[N:15][C:16](=[O:18])[S:17]/2)[CH2:8][CH2:7]1.[C:35]([OH:42])(=[O:41])/[CH:36]=[CH:37]/[C:38]([OH:40])=[O:39], predict the reaction product. The product is: [C:35]([OH:42])(=[O:41])/[CH:36]=[CH:37]/[C:38]([OH:40])=[O:39].[F:34][C:2]([F:1])([F:33])[C:3]1[CH:28]=[C:27]([C:29]([F:31])([F:32])[F:30])[CH:26]=[CH:25][C:4]=1[CH2:5][N:6]1[CH2:7][CH2:8][CH:9](/[CH:12]=[C:13]2/[C:14]([NH:19][CH2:20][C:21]([OH:24])([CH3:23])[CH3:22])=[N:15][C:16](=[O:18])[S:17]/2)[CH2:10][CH2:11]1. (6) Given the reactants [Cl:1][C:2]1[C:3]([NH:13][C:14]2[CH:19]=[N:18][CH:17]=[C:16]([C:20]3[CH:25]=[CH:24][C:23]([OH:26])=[CH:22][CH:21]=3)[N:15]=2)=[CH:4][C:5]([O:11][CH3:12])=[C:6]([CH:10]=1)[C:7]([OH:9])=O.[CH3:27][NH:28][CH:29]1[CH2:33][CH2:32][N:31]([CH3:34])[CH2:30]1.C(N(CC)CC)C.CN(C(ON1N=NC2C=CC=CC1=2)=[N+](C)C)C.[B-](F)(F)(F)F, predict the reaction product. The product is: [Cl:1][C:2]1[C:3]([NH:13][C:14]2[CH:19]=[N:18][CH:17]=[C:16]([C:20]3[CH:21]=[CH:22][C:23]([OH:26])=[CH:24][CH:25]=3)[N:15]=2)=[CH:4][C:5]([O:11][CH3:12])=[C:6]([CH:10]=1)[C:7]([N:28]([CH3:27])[CH:29]1[CH2:33][CH2:32][N:31]([CH3:34])[CH2:30]1)=[O:9].